From a dataset of Experimentally validated miRNA-target interactions with 360,000+ pairs, plus equal number of negative samples. Binary Classification. Given a miRNA mature sequence and a target amino acid sequence, predict their likelihood of interaction. (1) The miRNA is hsa-miR-1184 with sequence CCUGCAGCGACUUGAUGGCUUCC. The protein sequence of the target gene is MGPVSARRSRLRPEISLILFQVGMVGACTVYVLQPGYLEVDYGSDAVTMECNFSTVGCPPVPPKSLWFRCGTHQPEALCLDGCRNEADKFTVKETLDPDQVFLTVNRLSPNDSAIYICGIAFPNELSPSAKHVGKGTTLVVRERLFSKEVRSFLIVLLALLSVYITGVCVTFIVLFKSKSNGPRSRETKGSKKKSARRIFQEIAQELYHKRYVETSHLPEQEGTDENRKALPNPGRA. Result: 0 (no interaction). (2) The protein sequence of the target gene is MVAAPCARRLARRSHSALLAALTVLLLQTLVVWNFSSLDSGAGERRGGAAVGGGEQPPPAPAPRRERRDLPAEPAAARGGGGGGGGGGGGRGPQARARGGGPGEPRGQQPASRGALPARALDPHPSPLITLETQDGYFSHRPKEKVRTDSNNENSVPKDFENVDNSNFAPRTQKQKHQPELAKKPPSRQKELLKRKLEQQEKGKGHTFPGKGPGEVLPPGDRAAANSSHGKDVSRPPHARKTGGSSPETKYDQPPKCDISGKEAISALSRAKSKHCRQEIGETYCRHKLGLLMPEKVTRF.... Result: 0 (no interaction). The miRNA is hsa-miR-23b-5p with sequence UGGGUUCCUGGCAUGCUGAUUU. (3) The miRNA is hsa-miR-6755-5p with sequence UAGGGUAGACACUGACAACGUU. The protein sequence of the target gene is MAPASASGEDLRKLPTMAEVNGEQDFIDLTRETRPRTKDRSGLYVIDLTRAEGENRPIATLDLTLEPVTPSQKEPTSLQTCASLSGKAVMEGHVDRSSQPTARRIINSDPVDLDLVEENTFVGPPPATSISGGSVYPTEPNCSSATFTGNLSFLASLQLSSDVSSLSPTSNNSRSSSSSSNQKAPLPCPQQDVSRPPQALPCPLRPLPCPPRASPCPPRASSCPPRALSCPSQTMQCQLPALTHPPQEVPCPRQNIPGPPQDSLGLPQDVPGLPQSILHPQDVAYLQDMPRSPGDVPQSP.... Result: 0 (no interaction). (4) The miRNA is hsa-miR-197-3p with sequence UUCACCACCUUCUCCACCCAGC. The protein sequence of the target gene is MISPFLVLAIGTCLTNSFVPEKERDPSYWRQQAQETLKNALKLQKLNTNVAKNVIMFLGDGMGVSTVTAARILKGQLHHNTGEETRLEMDKFPFVALSKTYNTNAQVPDSAGTATAYLCGVKANEGTVGVSAATERTRCNTTQGNEVTSILRWAKDAGKSVGIVTTTRVNHATPSAAYAHSADRDWYSDNEMPPEALSQGCKDIAYQLMHNIKDIDVIMGGGRKYMYPKNRTDVEYELDEKARGTRLDGLDLISIWKSFKPRHKHSHYVWNRTELLALDPSRVDYLLGLFEPGDMQYELN.... Result: 0 (no interaction). (5) The miRNA is hsa-miR-3190-5p with sequence UCUGGCCAGCUACGUCCCCA. The protein sequence of the target gene is MPPRAPPAPGPRPPPRAAAATDTAAGAGGAGGAGGAGGPGFRPLAPRPWRWLLLLALPAACSAPPPRPVYTNHWAVQVLGGPAEADRVAAAHGYLNLGQIGNLEDYYHFYHSKTFKRSTLSSRGPHTFLRMDPQVKWLQQQEVKRRVKRQVRSDPQALYFNDPIWSNMWYLHCGDKNSRCRSEMNVQAAWKRGYTGKNVVVTILDDGIERNHPDLAPNYDSYASYDVNGNDYDPSPRYDASNENKHGTRCAGEVAASANNSYCIVGIAYNAKIGGIRMLDGDVTDVVEAKSLGIRPNYID.... Result: 1 (interaction). (6) The miRNA is mmu-miR-149-5p with sequence UCUGGCUCCGUGUCUUCACUCCC. The protein sequence of the target gene is MDAKVVAVLALVLAALCISDGKPVSLSYRCPCRFFESHIARANVKHLKILNTPNCALQIVARLKNNNRQVCIDPKLKWIQEYLEKALNKRLKM. Result: 1 (interaction).